Dataset: Catalyst prediction with 721,799 reactions and 888 catalyst types from USPTO. Task: Predict which catalyst facilitates the given reaction. (1) The catalyst class is: 79. Product: [C:40]([O:39][C:37]([NH:44][CH2:45][C:46]([O:31][C@H:28]1[CH2:27][CH2:26][C@H:25]([NH:24][C:22]2[CH:23]=[C:15]([N:5]3[C:6]4[CH2:7][C:8]([CH3:14])([CH3:13])[CH2:9][C:10](=[O:12])[C:11]=4[C:3]([CH2:1][CH3:2])=[N:4]3)[CH:16]=[C:17]([F:32])[C:18]=2[C:19](=[O:20])[NH2:21])[CH2:30][CH2:29]1)=[O:47])=[O:38])([CH3:43])([CH3:42])[CH3:41]. Reactant: [CH2:1]([C:3]1[C:11]2[C:10](=[O:12])[CH2:9][C:8]([CH3:14])([CH3:13])[CH2:7][C:6]=2[N:5]([C:15]2[CH:23]=[C:22]([NH:24][CH:25]3[CH2:30][CH2:29][CH:28]([OH:31])[CH2:27][CH2:26]3)[C:18]([C:19]([NH2:21])=[O:20])=[C:17]([F:32])[CH:16]=2)[N:4]=1)[CH3:2].C(Cl)CCl.[C:37]([NH:44][CH2:45][C:46](O)=[O:47])([O:39][C:40]([CH3:43])([CH3:42])[CH3:41])=[O:38]. (2) Reactant: [CH2:1]([O:3][C:4]1[C:8]([CH2:9][CH2:10][CH2:11][O:12][C:13]2[CH:18]=[CH:17][C:16]([CH2:19][CH2:20][C:21]([O:23]CC)=[O:22])=[C:15]([OH:26])[CH:14]=2)=[CH:7][N:6]([C:27]2[CH:32]=[CH:31][C:30]([C:33]([F:36])([F:35])[F:34])=[CH:29][N:28]=2)[N:5]=1)[CH3:2].[CH:37](O)([CH3:39])[CH3:38].C(P(CCCC)CCCC)CCC.N(C(N1CCCCC1)=O)=NC(N1CCCCC1)=O. Product: [CH2:1]([O:3][C:4]1[C:8]([CH2:9][CH2:10][CH2:11][O:12][C:13]2[CH:18]=[CH:17][C:16]([CH2:19][CH2:20][C:21]([OH:23])=[O:22])=[C:15]([O:26][CH:37]([CH3:39])[CH3:38])[CH:14]=2)=[CH:7][N:6]([C:27]2[CH:32]=[CH:31][C:30]([C:33]([F:34])([F:35])[F:36])=[CH:29][N:28]=2)[N:5]=1)[CH3:2]. The catalyst class is: 7. (3) Reactant: [CH2:1]([O:3][C:4]([C:6]1[O:7][C:8]2[CH:15]=[CH:14][CH:13]=[C:12]([NH:16][S:17]([CH2:20][CH2:21][CH2:22]Cl)(=[O:19])=[O:18])[C:9]=2[C:10]=1[CH3:11])=[O:5])[CH3:2].[H-].[Na+]. Product: [CH2:1]([O:3][C:4]([C:6]1[O:7][C:8]2[CH:15]=[CH:14][CH:13]=[C:12]([N:16]3[CH2:22][CH2:21][CH2:20][S:17]3(=[O:19])=[O:18])[C:9]=2[C:10]=1[CH3:11])=[O:5])[CH3:2]. The catalyst class is: 1.